Dataset: Full USPTO retrosynthesis dataset with 1.9M reactions from patents (1976-2016). Task: Predict the reactants needed to synthesize the given product. (1) Given the product [Br:1][C:2]1[C:11]([F:12])=[CH:10][C:5]([CH2:6][OH:7])=[C:4]([Cl:13])[CH:3]=1, predict the reactants needed to synthesize it. The reactants are: [Br:1][C:2]1[C:11]([F:12])=[CH:10][C:5]([C:6](OC)=[O:7])=[C:4]([Cl:13])[CH:3]=1.CO.[BH4-].[Li+].C(OCC)(=O)C. (2) Given the product [C:53]([O:52][C:50]([N:42]([C:43]([O:45][C:46]([CH3:47])([CH3:48])[CH3:49])=[O:44])[C:38]1[C:39]2[C:34](=[CH:33][C:32]([NH:31][CH:59]([C:23]3[CH:24]=[C:25]([CH3:26])[C:20]([CH2:19][CH2:18][O:17][C:15](=[O:16])[NH:14][C:5]4[CH:6]=[CH:7][C:8]([S:9]([CH2:12][CH3:13])(=[O:11])=[O:10])=[C:3]([C:1]#[N:2])[CH:4]=4)=[C:21]([CH3:30])[CH:22]=3)[C:58]([OH:62])=[O:61])=[CH:41][CH:40]=2)[CH:35]=[CH:36][N:37]=1)=[O:51])([CH3:56])([CH3:55])[CH3:54], predict the reactants needed to synthesize it. The reactants are: [C:1]([C:3]1[CH:4]=[C:5]([NH:14][C:15]([O:17][CH2:18][CH2:19][C:20]2[C:25]([CH3:26])=[CH:24][C:23](B(O)O)=[CH:22][C:21]=2[CH3:30])=[O:16])[CH:6]=[CH:7][C:8]=1[S:9]([CH2:12][CH3:13])(=[O:11])=[O:10])#[N:2].[NH2:31][C:32]1[CH:33]=[C:34]2[C:39](=[CH:40][CH:41]=1)[C:38]([N:42]([C:50]([O:52][C:53]([CH3:56])([CH3:55])[CH3:54])=[O:51])[C:43]([O:45][C:46]([CH3:49])([CH3:48])[CH3:47])=[O:44])=[N:37][CH:36]=[CH:35]2.O.[C:58]([OH:62])(=[O:61])[CH:59]=O. (3) Given the product [C:18]([Si:15]([O:9][C:3]1[CH:4]=[CH:5][C:6]([Cl:8])=[CH:7][C:2]=1[Cl:1])([CH3:17])[CH3:16])([CH3:21])([CH3:20])[CH3:19], predict the reactants needed to synthesize it. The reactants are: [Cl:1][C:2]1[CH:7]=[C:6]([Cl:8])[CH:5]=[CH:4][C:3]=1[OH:9].N1C=CN=C1.[Si:15](Cl)([C:18]([CH3:21])([CH3:20])[CH3:19])([CH3:17])[CH3:16].O. (4) Given the product [CH2:25]([O:24][C:19](=[O:23])[C:20]([NH:8][C:6]1[CH:5]=[C:4]([O:9][CH3:10])[N:3]=[C:2]([Br:1])[CH:7]=1)=[O:21])[CH3:26], predict the reactants needed to synthesize it. The reactants are: [Br:1][C:2]1[CH:7]=[C:6]([NH2:8])[CH:5]=[C:4]([O:9][CH3:10])[N:3]=1.C(N(CC)CC)C.[Cl-].[C:19]([O:24][CH2:25][CH3:26])(=[O:23])[C:20]([O-])=[O:21].O.